Regression. Given two drug SMILES strings and cell line genomic features, predict the synergy score measuring deviation from expected non-interaction effect. From a dataset of NCI-60 drug combinations with 297,098 pairs across 59 cell lines. (1) Drug 1: C1=C(C(=O)NC(=O)N1)N(CCCl)CCCl. Drug 2: C1=NC2=C(N1)C(=S)N=C(N2)N. Cell line: HOP-62. Synergy scores: CSS=51.1, Synergy_ZIP=-2.18, Synergy_Bliss=-2.86, Synergy_Loewe=-2.19, Synergy_HSA=1.66. (2) Drug 1: C1CCC(C1)C(CC#N)N2C=C(C=N2)C3=C4C=CNC4=NC=N3. Drug 2: CCC1(CC2CC(C3=C(CCN(C2)C1)C4=CC=CC=C4N3)(C5=C(C=C6C(=C5)C78CCN9C7C(C=CC9)(C(C(C8N6C)(C(=O)OC)O)OC(=O)C)CC)OC)C(=O)OC)O.OS(=O)(=O)O. Cell line: IGROV1. Synergy scores: CSS=12.9, Synergy_ZIP=-6.32, Synergy_Bliss=-2.81, Synergy_Loewe=-16.5, Synergy_HSA=-1.92. (3) Drug 1: CC1=C(N=C(N=C1N)C(CC(=O)N)NCC(C(=O)N)N)C(=O)NC(C(C2=CN=CN2)OC3C(C(C(C(O3)CO)O)O)OC4C(C(C(C(O4)CO)O)OC(=O)N)O)C(=O)NC(C)C(C(C)C(=O)NC(C(C)O)C(=O)NCCC5=NC(=CS5)C6=NC(=CS6)C(=O)NCCC[S+](C)C)O. Drug 2: CCN(CC)CCCC(C)NC1=C2C=C(C=CC2=NC3=C1C=CC(=C3)Cl)OC. Cell line: U251. Synergy scores: CSS=58.8, Synergy_ZIP=-4.18, Synergy_Bliss=-4.88, Synergy_Loewe=-9.18, Synergy_HSA=-0.970.